Dataset: Full USPTO retrosynthesis dataset with 1.9M reactions from patents (1976-2016). Task: Predict the reactants needed to synthesize the given product. (1) Given the product [C:18]([O:17][C:15]([N:12]1[CH2:13][CH2:14][CH:9]([O:8][C:5]2[CH:6]=[N:7][C:2]([N:32]3[C:29]4=[N:30][CH:31]=[C:26]([S:23]([CH3:22])(=[O:24])=[O:25])[CH:27]=[C:28]4[CH:34]=[CH:33]3)=[CH:3][CH:4]=2)[CH2:10][CH2:11]1)=[O:16])([CH3:21])([CH3:20])[CH3:19], predict the reactants needed to synthesize it. The reactants are: Cl[C:2]1[N:7]=[CH:6][C:5]([O:8][CH:9]2[CH2:14][CH2:13][N:12]([C:15]([O:17][C:18]([CH3:21])([CH3:20])[CH3:19])=[O:16])[CH2:11][CH2:10]2)=[CH:4][CH:3]=1.[CH3:22][S:23]([C:26]1[CH:27]=[C:28]2[CH:34]=[CH:33][NH:32][C:29]2=[N:30][CH:31]=1)(=[O:25])=[O:24]. (2) Given the product [C:1]([CH2:3][C:4]1([N:17]2[CH:21]=[C:20]([C:22]3[CH:27]=[CH:26][N:25]=[C:24]4[NH:28][CH:29]=[CH:30][C:23]=34)[CH:19]=[N:18]2)[CH2:7][N:6]([C:8]2[N:9]=[CH:10][C:11]([C:14]([NH:42][CH2:41][C:40]([F:44])([F:43])[F:39])=[O:16])=[N:12][CH:13]=2)[CH2:5]1)#[N:2], predict the reactants needed to synthesize it. The reactants are: [C:1]([CH2:3][C:4]1([N:17]2[CH:21]=[C:20]([C:22]3[CH:27]=[CH:26][N:25]=[C:24]4[N:28](COCC[Si](C)(C)C)[CH:29]=[CH:30][C:23]=34)[CH:19]=[N:18]2)[CH2:7][N:6]([C:8]2[N:9]=[CH:10][C:11]([C:14]([OH:16])=O)=[N:12][CH:13]=2)[CH2:5]1)#[N:2].[F:39][C:40]([F:44])([F:43])[CH2:41][NH2:42]. (3) Given the product [ClH:24].[Cl:24][C:21]1[CH:22]=[CH:23][C:18]2[N:17]([CH2:25][C:26]3[CH:31]=[CH:30][C:29]([O:32][CH3:33])=[CH:28][C:27]=3[O:34][CH3:35])[C:16](=[O:36])[C@@H:15]([CH2:37][C:38]([NH:40][CH2:41][C:42]3[CH:47]=[CH:46][CH:45]=[CH:44][C:43]=3[F:48])=[O:39])[O:14][C@H:13]([C:9]3[CH:10]=[CH:11][CH:12]=[C:7]([O:6][CH2:5][CH2:4][CH2:3][NH:2][CH2:59][CH2:58][CH2:57][C:51]4[CH:56]=[CH:55][CH:54]=[CH:53][CH:52]=4)[C:8]=3[O:49][CH3:50])[C:19]=2[CH:20]=1, predict the reactants needed to synthesize it. The reactants are: Cl.[NH2:2][CH2:3][CH2:4][CH2:5][O:6][C:7]1[C:8]([O:49][CH3:50])=[C:9]([C@@H:13]2[C:19]3[CH:20]=[C:21]([Cl:24])[CH:22]=[CH:23][C:18]=3[N:17]([CH2:25][C:26]3[CH:31]=[CH:30][C:29]([O:32][CH3:33])=[CH:28][C:27]=3[O:34][CH3:35])[C:16](=[O:36])[C@@H:15]([CH2:37][C:38]([NH:40][CH2:41][C:42]3[CH:47]=[CH:46][CH:45]=[CH:44][C:43]=3[F:48])=[O:39])[O:14]2)[CH:10]=[CH:11][CH:12]=1.[C:51]1([CH2:57][CH2:58][CH:59]=O)[CH:56]=[CH:55][CH:54]=[CH:53][CH:52]=1.